This data is from NCI-60 drug combinations with 297,098 pairs across 59 cell lines. The task is: Regression. Given two drug SMILES strings and cell line genomic features, predict the synergy score measuring deviation from expected non-interaction effect. (1) Drug 1: C1CNP(=O)(OC1)N(CCCl)CCCl. Drug 2: CC12CCC3C(C1CCC2OP(=O)(O)O)CCC4=C3C=CC(=C4)OC(=O)N(CCCl)CCCl.[Na+]. Cell line: K-562. Synergy scores: CSS=16.7, Synergy_ZIP=-5.20, Synergy_Bliss=-1.40, Synergy_Loewe=0.220, Synergy_HSA=-2.05. (2) Cell line: SW-620. Drug 2: CC1CC(C(C(C=C(C(C(C=CC=C(C(=O)NC2=CC(=O)C(=C(C1)C2=O)OC)C)OC)OC(=O)N)C)C)O)OC. Drug 1: CN1C(=O)N2C=NC(=C2N=N1)C(=O)N. Synergy scores: CSS=75.5, Synergy_ZIP=1.16, Synergy_Bliss=-0.966, Synergy_Loewe=-5.18, Synergy_HSA=3.88. (3) Drug 1: CC12CCC3C(C1CCC2=O)CC(=C)C4=CC(=O)C=CC34C. Drug 2: B(C(CC(C)C)NC(=O)C(CC1=CC=CC=C1)NC(=O)C2=NC=CN=C2)(O)O. Cell line: OVCAR-4. Synergy scores: CSS=32.9, Synergy_ZIP=0.627, Synergy_Bliss=-1.17, Synergy_Loewe=-1.04, Synergy_HSA=-1.51. (4) Drug 1: CCC(=C(C1=CC=CC=C1)C2=CC=C(C=C2)OCCN(C)C)C3=CC=CC=C3.C(C(=O)O)C(CC(=O)O)(C(=O)O)O. Drug 2: C1C(C(OC1N2C=NC(=NC2=O)N)CO)O. Cell line: SF-295. Synergy scores: CSS=0.593, Synergy_ZIP=1.67, Synergy_Bliss=2.08, Synergy_Loewe=-4.01, Synergy_HSA=-1.89.